This data is from Reaction yield outcomes from USPTO patents with 853,638 reactions. The task is: Predict the reaction yield, written as a fraction of the theoretical maximum amount of product (1.0 means a 100% yield; for example, 0.34 means a 34% yield). (1) The reactants are [C:1]([O:5][C:6]([N:8]1[CH2:12][CH2:11][CH2:10][C@H:9]1[CH2:13][NH:14][C:15]1[C:16]([O:22][C:23]2[CH:28]=[CH:27][C:26]([O:29][CH3:30])=[CH:25][CH:24]=2)=[N:17][C:18](Cl)=[N:19][CH:20]=1)=[O:7])([CH3:4])([CH3:3])[CH3:2].[F:31][C:32]1[CH:33]=[C:34]([OH:38])[CH:35]=[CH:36][CH:37]=1.C([O-])([O-])=O.[K+].[K+]. The catalyst is CS(C)=O.CCOCC. The product is [C:1]([O:5][C:6]([N:8]1[CH2:12][CH2:11][CH2:10][C@H:9]1[CH2:13][NH:14][C:15]1[C:16]([O:22][C:23]2[CH:28]=[CH:27][C:26]([O:29][CH3:30])=[CH:25][CH:24]=2)=[N:17][C:18]([O:38][C:34]2[CH:35]=[CH:36][CH:37]=[C:32]([F:31])[CH:33]=2)=[N:19][CH:20]=1)=[O:7])([CH3:4])([CH3:3])[CH3:2]. The yield is 0.200. (2) The reactants are [C:1]1([C:11]#[C:12][CH2:13][OH:14])[C:10]2[C:5](=[CH:6][CH:7]=[CH:8][CH:9]=2)[CH:4]=[CH:3][CH:2]=1.C[N+]1([O-])CCOCC1. The catalyst is ClCCl.[Ru]([O-])(=O)(=O)=O.C([N+](CCC)(CCC)CCC)CC. The product is [C:1]1([C:11]#[C:12][CH:13]=[O:14])[C:10]2[C:5](=[CH:6][CH:7]=[CH:8][CH:9]=2)[CH:4]=[CH:3][CH:2]=1. The yield is 0.820. (3) The reactants are [S:1]1[C:5]2[CH:6]=[CH:7][CH:8]=[CH:9][C:4]=2[CH:3]=[C:2]1[C:10]1[CH:15]=[C:14]([C:16]2[S:17][C:18]3[CH:24]=[CH:23][CH:22]=[CH:21][C:19]=3[CH:20]=2)[CH:13]=[CH:12][C:11]=1[OH:25].C(Cl)Cl.[O:29]1C[CH2:32][CH2:31][CH2:30]1.C(Cl)(=O)C=C. The catalyst is O.C(N(CC)CC)C. The product is [C:30]([O:25][C:11]1[CH:12]=[CH:13][C:14]([C:16]2[S:17][C:18]3[CH:24]=[CH:23][CH:22]=[CH:21][C:19]=3[CH:20]=2)=[CH:15][C:10]=1[C:2]1[S:1][C:5]2[CH:6]=[CH:7][CH:8]=[CH:9][C:4]=2[CH:3]=1)(=[O:29])[CH:31]=[CH2:32]. The yield is 0.660. (4) The reactants are C(Cl)(=O)C(Cl)=O.[CH3:7][O:8][C:9]1[CH:17]=[CH:16][C:12]([C:13](O)=O)=[CH:11][N:10]=1.[F:18][C:19]([F:33])([F:32])[C:20](=[N:22][NH:23][C:24]1[CH:29]=[CH:28][C:27]([O:30][CH3:31])=[CH:26][CH:25]=1)[NH2:21].N1C=CC=CC=1. The catalyst is ClCCl.O1CCOCC1.CN(C)C=O. The product is [CH3:7][O:8][C:9]1[CH:17]=[CH:16][C:12]([C:13]2[N:23]([C:24]3[CH:25]=[CH:26][C:27]([O:30][CH3:31])=[CH:28][CH:29]=3)[N:22]=[C:20]([C:19]([F:18])([F:32])[F:33])[N:21]=2)=[CH:11][N:10]=1. The yield is 0.149. (5) The reactants are [F:1][C:2]1[CH:7]=[CH:6][C:5]([C:8]2[C:9]3[C:10](=[N:27][N:28]([CH2:30][CH:31]=O)[CH:29]=3)[N:11]=[C:12]([C:20]3[CH:25]=[CH:24][C:23]([F:26])=[CH:22][CH:21]=3)[C:13]=2[C:14]2[CH:19]=[CH:18][N:17]=[CH:16][CH:15]=2)=[CH:4][CH:3]=1.C(O[BH-](OC(=O)C)OC(=O)C)(=O)C.[Na+].[OH:47][CH:48]1[CH2:53][CH2:52][NH:51][CH2:50][CH2:49]1. The catalyst is ClCCCl. The product is [F:1][C:2]1[CH:7]=[CH:6][C:5]([C:8]2[C:9]3[C:10](=[N:27][N:28]([CH2:30][CH2:31][N:51]4[CH2:52][CH2:53][CH:48]([OH:47])[CH2:49][CH2:50]4)[CH:29]=3)[N:11]=[C:12]([C:20]3[CH:25]=[CH:24][C:23]([F:26])=[CH:22][CH:21]=3)[C:13]=2[C:14]2[CH:15]=[CH:16][N:17]=[CH:18][CH:19]=2)=[CH:4][CH:3]=1. The yield is 0.200. (6) The reactants are [Cl:1][C:2]1[N:7]=[C:6]([CH2:8][C:9]([C:12]2[CH:17]=[CH:16][N:15]=[CH:14][CH:13]=2)=[N:10]O)[CH:5]=[CH:4][CH:3]=1.FC(F)(F)C(OC(=O)C(F)(F)F)=O.C(N(CC)CC)C.O. The catalyst is COCCOC.[Fe](Cl)Cl. The product is [Cl:1][C:2]1[N:7]2[N:10]=[C:9]([C:12]3[CH:17]=[CH:16][N:15]=[CH:14][CH:13]=3)[CH:8]=[C:6]2[CH:5]=[CH:4][CH:3]=1. The yield is 0.500. (7) The reactants are [C:1]1(B(O)O)[CH:6]=[CH:5][CH:4]=[CH:3][CH:2]=1.[F-].[K+].Br[C:13]1[CH:20]=[CH:19][CH:18]=[CH:17][C:14]=1[CH2:15][OH:16]. The catalyst is C([O-])(=O)C.[Pd+2].C([O-])(=O)C.C(P(C(C)(C)C)C1C=CC=CC=1C1C=CC=CC=1)(C)(C)C. The product is [OH:16][CH2:15][C:14]1[CH:17]=[CH:18][CH:19]=[CH:20][C:13]=1[C:1]1[CH:6]=[CH:5][CH:4]=[CH:3][CH:2]=1. The yield is 0.830.